Dataset: Forward reaction prediction with 1.9M reactions from USPTO patents (1976-2016). Task: Predict the product of the given reaction. (1) Given the reactants [C:1]([O:5][C:6]([N:8]1[CH2:12][CH2:11][CH2:10][CH:9]1[C:13]([OH:15])=O)=[O:7])([CH3:4])([CH3:3])[CH3:2].C1C=CC2N(O)N=[N:22]C=2C=1.C(Cl)CCl.[OH-].[NH4+], predict the reaction product. The product is: [C:13]([C@@H:9]1[CH2:10][CH2:11][CH2:12][N:8]1[C:6]([O:5][C:1]([CH3:4])([CH3:3])[CH3:2])=[O:7])(=[O:15])[NH2:22]. (2) Given the reactants [Cl:1][C:2]1[C:7]([C:8]([OH:10])=[O:9])=[C:6]([I:11])[CH:5]=[CH:4][N:3]=1.[CH:12](Br)([CH3:14])[CH3:13].C([O-])([O-])=O.[K+].[K+], predict the reaction product. The product is: [Cl:1][C:2]1[C:7]([C:8]([O:10][CH:12]([CH3:14])[CH3:13])=[O:9])=[C:6]([I:11])[CH:5]=[CH:4][N:3]=1. (3) Given the reactants [CH2:1]([O:3][C:4]([C:6]1[CH:7]=[C:8]2[N:13]([C:14]=1[C:15]1[CH:16]=[N:17][N:18]([CH3:20])[CH:19]=1)[CH:12]=[CH:11][C:10]([CH2:21][N:22]=[N+:23]=[N-:24])=[CH:9]2)=[O:5])[CH3:2].[F:25][C:26]([F:34])([F:33])[C:27]([OH:32])([CH2:30][CH3:31])[C:28]#[CH:29], predict the reaction product. The product is: [CH2:1]([O:3][C:4]([C:6]1[CH:7]=[C:8]2[N:13]([C:14]=1[C:15]1[CH:16]=[N:17][N:18]([CH3:20])[CH:19]=1)[CH:12]=[CH:11][C:10]([CH2:21][N:22]1[CH:29]=[C:28]([C:27]([OH:32])([C:26]([F:34])([F:33])[F:25])[CH2:30][CH3:31])[N:24]=[N:23]1)=[CH:9]2)=[O:5])[CH3:2]. (4) Given the reactants [CH3:1][C:2]([C:4]1[CH:9]=[CH:8][C:7]([Br:10])=[CH:6][CH:5]=1)=[O:3].B1(C)OC(C2C=CC=CC=2)(C2C=CC=CC=2)[C@H]2N1CCC2.CO, predict the reaction product. The product is: [Br:10][C:7]1[CH:8]=[CH:9][C:4]([C@H:2]([OH:3])[CH3:1])=[CH:5][CH:6]=1.